Dataset: NCI-60 drug combinations with 297,098 pairs across 59 cell lines. Task: Regression. Given two drug SMILES strings and cell line genomic features, predict the synergy score measuring deviation from expected non-interaction effect. (1) Drug 1: COC1=CC(=CC(=C1O)OC)C2C3C(COC3=O)C(C4=CC5=C(C=C24)OCO5)OC6C(C(C7C(O6)COC(O7)C8=CC=CS8)O)O. Drug 2: CC1C(C(CC(O1)OC2CC(CC3=C2C(=C4C(=C3O)C(=O)C5=CC=CC=C5C4=O)O)(C(=O)C)O)N)O. Cell line: NCIH23. Synergy scores: CSS=58.8, Synergy_ZIP=-2.67, Synergy_Bliss=-5.02, Synergy_Loewe=-3.46, Synergy_HSA=-1.75. (2) Drug 1: CCC1(C2=C(COC1=O)C(=O)N3CC4=CC5=C(C=CC(=C5CN(C)C)O)N=C4C3=C2)O. Drug 2: CNC(=O)C1=NC=CC(=C1)OC2=CC=C(C=C2)NC(=O)NC3=CC(=C(C=C3)Cl)C(F)(F)F. Cell line: OVCAR3. Synergy scores: CSS=74.4, Synergy_ZIP=-3.95, Synergy_Bliss=-8.01, Synergy_Loewe=-18.8, Synergy_HSA=-10.3. (3) Drug 1: CC1=C(C=C(C=C1)NC(=O)C2=CC=C(C=C2)CN3CCN(CC3)C)NC4=NC=CC(=N4)C5=CN=CC=C5. Drug 2: CC1CCC2CC(C(=CC=CC=CC(CC(C(=O)C(C(C(=CC(C(=O)CC(OC(=O)C3CCCCN3C(=O)C(=O)C1(O2)O)C(C)CC4CCC(C(C4)OC)OCCO)C)C)O)OC)C)C)C)OC. Cell line: HOP-92. Synergy scores: CSS=-2.99, Synergy_ZIP=2.30, Synergy_Bliss=-0.119, Synergy_Loewe=-2.79, Synergy_HSA=-2.81. (4) Drug 1: C1=CC(=CC=C1CCC2=CNC3=C2C(=O)NC(=N3)N)C(=O)NC(CCC(=O)O)C(=O)O. Drug 2: C1=CC(=CC=C1C#N)C(C2=CC=C(C=C2)C#N)N3C=NC=N3. Cell line: HOP-92. Synergy scores: CSS=10.2, Synergy_ZIP=-4.44, Synergy_Bliss=-3.16, Synergy_Loewe=-2.48, Synergy_HSA=-1.03. (5) Drug 1: CC1C(C(CC(O1)OC2CC(OC(C2O)C)OC3=CC4=CC5=C(C(=O)C(C(C5)C(C(=O)C(C(C)O)O)OC)OC6CC(C(C(O6)C)O)OC7CC(C(C(O7)C)O)OC8CC(C(C(O8)C)O)(C)O)C(=C4C(=C3C)O)O)O)O. Drug 2: CC1CCCC2(C(O2)CC(NC(=O)CC(C(C(=O)C(C1O)C)(C)C)O)C(=CC3=CSC(=N3)C)C)C. Cell line: OVCAR-5. Synergy scores: CSS=83.1, Synergy_ZIP=1.27, Synergy_Bliss=-0.0181, Synergy_Loewe=-3.45, Synergy_HSA=2.57. (6) Drug 1: C1=NC(=NC(=O)N1C2C(C(C(O2)CO)O)O)N. Drug 2: CC1=C(N=C(N=C1N)C(CC(=O)N)NCC(C(=O)N)N)C(=O)NC(C(C2=CN=CN2)OC3C(C(C(C(O3)CO)O)O)OC4C(C(C(C(O4)CO)O)OC(=O)N)O)C(=O)NC(C)C(C(C)C(=O)NC(C(C)O)C(=O)NCCC5=NC(=CS5)C6=NC(=CS6)C(=O)NCCC[S+](C)C)O. Cell line: NCI-H322M. Synergy scores: CSS=24.8, Synergy_ZIP=-5.48, Synergy_Bliss=3.32, Synergy_Loewe=-6.53, Synergy_HSA=3.19. (7) Drug 1: CC1C(C(CC(O1)OC2CC(CC3=C2C(=C4C(=C3O)C(=O)C5=C(C4=O)C(=CC=C5)OC)O)(C(=O)CO)O)N)O.Cl. Drug 2: C1=C(C(=O)NC(=O)N1)F. Cell line: NCI/ADR-RES. Synergy scores: CSS=28.0, Synergy_ZIP=1.16, Synergy_Bliss=-1.87, Synergy_Loewe=-5.81, Synergy_HSA=-5.54. (8) Drug 1: CC12CCC3C(C1CCC2=O)CC(=C)C4=CC(=O)C=CC34C. Drug 2: CC1C(C(CC(O1)OC2CC(CC3=C2C(=C4C(=C3O)C(=O)C5=C(C4=O)C(=CC=C5)OC)O)(C(=O)C)O)N)O.Cl. Cell line: ACHN. Synergy scores: CSS=53.6, Synergy_ZIP=9.09, Synergy_Bliss=10.2, Synergy_Loewe=10.4, Synergy_HSA=12.5. (9) Drug 1: C1CCN(CC1)CCOC2=CC=C(C=C2)C(=O)C3=C(SC4=C3C=CC(=C4)O)C5=CC=C(C=C5)O. Drug 2: C1C(C(OC1N2C=NC(=NC2=O)N)CO)O. Cell line: RXF 393. Synergy scores: CSS=17.5, Synergy_ZIP=-4.12, Synergy_Bliss=0.417, Synergy_Loewe=-1.85, Synergy_HSA=1.42.